From a dataset of Reaction yield outcomes from USPTO patents with 853,638 reactions. Predict the reaction yield, written as a fraction of the theoretical maximum amount of product (1.0 means a 100% yield; for example, 0.34 means a 34% yield). (1) The reactants are [H-].[Na+].C(OP([CH2:11][C:12]([O:14][CH2:15][CH3:16])=[O:13])(OCC)=O)C.[CH3:17][N:18]1[CH:26]=[C:25]2[C:20]([CH:21]=[CH:22][CH:23]=[C:24]2[CH:27]=O)=[N:19]1.O. The catalyst is O1CCCC1. The product is [CH3:17][N:18]1[CH:26]=[C:25]2[C:20]([CH:21]=[CH:22][CH:23]=[C:24]2/[CH:27]=[CH:11]/[C:12]([O:14][CH2:15][CH3:16])=[O:13])=[N:19]1. The yield is 0.980. (2) The reactants are C(O[C:6]([N:8]1[CH2:12][C:11](=[N:13][O:14][CH3:15])[CH2:10][C@H:9]1[C:16]([OH:18])=O)=[O:7])(C)(C)C.[C:19](=[N:22]O)([NH2:21])[CH3:20].[F:24][C:25]([F:42])([F:41])[C:26]1[CH:31]=[CH:30][CH:29]=[CH:28][C:27]=1[C:32]1[CH:37]=[CH:36][C:35](C(O)=O)=[CH:34][CH:33]=1. No catalyst specified. The product is [CH3:15][O:14][N:13]=[C:11]1[CH2:10][C@@H:9]([C:16]2[O:18][N:22]=[C:19]([CH3:20])[N:21]=2)[N:8]([C:6]([C:35]2[CH:34]=[CH:33][C:32]([C:27]3[CH:28]=[CH:29][CH:30]=[CH:31][C:26]=3[C:25]([F:24])([F:41])[F:42])=[CH:37][CH:36]=2)=[O:7])[CH2:12]1. The yield is 0.440. (3) The reactants are [C:1]([O:5][C:6](=[O:15])[NH:7][C:8]1[CH:13]=[N:12][C:11]([CH3:14])=[CH:10][N:9]=1)([CH3:4])([CH3:3])[CH3:2].CC(N=NC(C#N)(C)C)(C#N)C.C1C(=O)N([Br:35])C(=O)C1. The catalyst is C(Cl)(Cl)(Cl)Cl. The product is [C:1]([O:5][C:6](=[O:15])[NH:7][C:8]1[CH:13]=[N:12][C:11]([CH2:14][Br:35])=[CH:10][N:9]=1)([CH3:4])([CH3:3])[CH3:2]. The yield is 0.770. (4) The reactants are [Cl-].[Cl-].C([Al+2])C.[C:6]([O:10][CH3:11])(=[O:9])[C:7]#[CH:8].[C:12]([O:15][C@@H:16]1[CH2:34][CH2:33][C@@:32]2([CH3:35])[C@H:18]([CH2:19][CH2:20][C@@H:21]3[C:31]2=[CH:30][CH2:29][C@@:28]2([CH3:36])[C@H:22]3[CH2:23][CH2:24]/[C:25]/2=[CH:26]/[CH3:27])[CH2:17]1)(=[O:14])[CH3:13].O. The catalyst is C(Cl)Cl. The product is [C:12]([O:15][C@@H:16]1[CH2:34][CH2:33][C@@:32]2([CH3:35])[C@H:18]([CH2:19][CH2:20][C@@H:21]3[C:31]2=[CH:30][CH2:29][C@@:28]2([CH3:36])[C@H:22]3[CH2:23][CH:24]=[C:25]2[C@H:26]([CH3:27])/[CH:8]=[CH:7]/[C:6]([O:10][CH3:11])=[O:9])[CH2:17]1)(=[O:14])[CH3:13]. The yield is 0.680. (5) The reactants are [H-].[Na+].[Si:3]([O:20][CH2:21][CH2:22][O:23][CH2:24][C@H:25]([OH:30])[C:26]([O:28][CH3:29])=[O:27])([C:16]([CH3:19])([CH3:18])[CH3:17])([C:10]1[CH:15]=[CH:14][CH:13]=[CH:12][CH:11]=1)[C:4]1[CH:9]=[CH:8][CH:7]=[CH:6][CH:5]=1.Cl[C:32]1[N:37]=[CH:36][N:35]=[C:34]2[N:38]([C:41]3[CH:42]=[C:43]([CH:46]=[CH:47][C:48]=3[CH3:49])[C:44]#[N:45])[N:39]=[CH:40][C:33]=12.C(O)(=O)CC(CC(O)=O)(C(O)=O)O. The catalyst is C1COCC1.O.CCOC(C)=O. The product is [Si:3]([O:20][CH2:21][CH2:22][O:23][CH2:24][C@H:25]([O:30][C:32]1[N:37]=[CH:36][N:35]=[C:34]2[N:38]([C:41]3[CH:42]=[C:43]([C:44]#[N:45])[CH:46]=[CH:47][C:48]=3[CH3:49])[N:39]=[CH:40][C:33]=12)[C:26]([O:28][CH3:29])=[O:27])([C:16]([CH3:19])([CH3:18])[CH3:17])([C:10]1[CH:15]=[CH:14][CH:13]=[CH:12][CH:11]=1)[C:4]1[CH:5]=[CH:6][CH:7]=[CH:8][CH:9]=1. The yield is 0.263. (6) The reactants are [C:1]([Si:5]([O:8][CH:9]([CH2:14][CH2:15][C:16]1[CH:21]=[CH:20][C:19]([C:22]([CH2:41][CH3:42])([C:25]2[CH:30]=[CH:29][C:28](B3OC(C)(C)C(C)(C)O3)=[C:27]([CH3:40])[CH:26]=2)[CH2:23][CH3:24])=[CH:18][C:17]=1[CH3:43])[C:10]([CH3:13])([CH3:12])[CH3:11])([CH3:7])[CH3:6])([CH3:4])([CH3:3])[CH3:2].[CH3:44][O:45][C:46](=[O:55])[CH2:47][C:48]1[CH:53]=[CH:52][C:51](Br)=[CH:50][CH:49]=1.P([O-])([O-])([O-])=O.[K+].[K+].[K+]. The catalyst is C1C=CC([P]([Pd]([P](C2C=CC=CC=2)(C2C=CC=CC=2)C2C=CC=CC=2)([P](C2C=CC=CC=2)(C2C=CC=CC=2)C2C=CC=CC=2)[P](C2C=CC=CC=2)(C2C=CC=CC=2)C2C=CC=CC=2)(C2C=CC=CC=2)C2C=CC=CC=2)=CC=1.O. The product is [CH3:44][O:45][C:46](=[O:55])[CH2:47][C:48]1[CH:53]=[CH:52][C:51]([C:28]2[CH:29]=[CH:30][C:25]([C:22]([C:19]3[CH:20]=[CH:21][C:16]([CH2:15][CH2:14][CH:9]([O:8][Si:5]([C:1]([CH3:4])([CH3:3])[CH3:2])([CH3:6])[CH3:7])[C:10]([CH3:13])([CH3:12])[CH3:11])=[C:17]([CH3:43])[CH:18]=3)([CH2:23][CH3:24])[CH2:41][CH3:42])=[CH:26][C:27]=2[CH3:40])=[CH:50][CH:49]=1. The yield is 0.860. (7) The reactants are [CH3:1][NH:2][S:3]([NH:6][CH2:7][C:8]([O:10]CC)=O)(=[O:5])=[O:4].O(C(C)(C)C)[K]. The catalyst is CN(C=O)C. The product is [CH3:1][N:2]1[C:8](=[O:10])[CH2:7][NH:6][S:3]1(=[O:5])=[O:4]. The yield is 0.540. (8) The reactants are [Br:1][C:2]1[CH:3]=[C:4]2[C:22](=[CH:23][CH:24]=1)[C:7]1=[CH:8][C:9]3[CH2:10][C:11]4[CH:12]=[CH:13][C:14]([Br:21])=[CH:15][C:16]=4[C:17](=O)[C:18]=3[CH:19]=[C:6]1[C:5]2([CH3:26])[CH3:25].[BH4-].[Na+]. The catalyst is CC(O)C. The product is [Br:1][C:2]1[CH:3]=[C:4]2[C:22](=[CH:23][CH:24]=1)[C:7]1=[CH:8][C:9]3[CH:10]=[C:11]4[C:16](=[CH:17][C:18]=3[CH:19]=[C:6]1[C:5]2([CH3:26])[CH3:25])[CH:15]=[C:14]([Br:21])[CH:13]=[CH:12]4. The yield is 0.700.